From a dataset of Forward reaction prediction with 1.9M reactions from USPTO patents (1976-2016). Predict the product of the given reaction. Given the reactants [NH:1]1[C:5]2=[N:6][CH:7]=[CH:8][CH:9]=[C:4]2[CH:3]=[CH:2]1.ClC1C=CC=C(C(OO)=[O:18])C=1, predict the reaction product. The product is: [NH:1]1[C:5]2=[N+:6]([O-:18])[CH:7]=[CH:8][CH:9]=[C:4]2[CH:3]=[CH:2]1.